The task is: Predict the reactants needed to synthesize the given product.. This data is from Full USPTO retrosynthesis dataset with 1.9M reactions from patents (1976-2016). (1) The reactants are: [Cl:1][C:2]1[CH:7]=[CH:6][C:5]([CH2:8][C:9]2[C:18]3[C:13](=[CH:14][CH:15]=[CH:16][CH:17]=3)[C:12](=[O:19])[N:11]([CH2:20][CH2:21][NH:22][CH2:23][CH2:24][CH2:25][CH2:26][C:27]3[CH:32]=[CH:31][C:30]([O:33][CH2:34][CH2:35][CH2:36][N:37]4[CH2:43][CH2:42][CH2:41][CH2:40][CH2:39][CH2:38]4)=[CH:29][CH:28]=3)[N:10]=2)=[CH:4][CH:3]=1.[CH2:44]=O. Given the product [Cl:1][C:2]1[CH:7]=[CH:6][C:5]([CH2:8][C:9]2[C:18]3[C:13](=[CH:14][CH:15]=[CH:16][CH:17]=3)[C:12](=[O:19])[N:11]([CH2:20][CH2:21][N:22]([CH2:23][CH2:24][CH2:25][CH2:26][C:27]3[CH:28]=[CH:29][C:30]([O:33][CH2:34][CH2:35][CH2:36][N:37]4[CH2:38][CH2:39][CH2:40][CH2:41][CH2:42][CH2:43]4)=[CH:31][CH:32]=3)[CH3:44])[N:10]=2)=[CH:4][CH:3]=1, predict the reactants needed to synthesize it. (2) Given the product [CH2:26]([O:25][C:23]([NH:1][C:2]1[CH:3]=[C:4]([CH:12]=[CH:13][C:14]=1[N:15]1[CH2:20][CH2:19][N:18]([CH3:21])[CH2:17][CH2:16]1)[C:5]([O:7][C:8]([CH3:11])([CH3:10])[CH3:9])=[O:6])=[O:24])[C:27]1[CH:32]=[CH:31][CH:30]=[CH:29][CH:28]=1, predict the reactants needed to synthesize it. The reactants are: [NH2:1][C:2]1[CH:3]=[C:4]([CH:12]=[CH:13][C:14]=1[N:15]1[CH2:20][CH2:19][N:18]([CH3:21])[CH2:17][CH2:16]1)[C:5]([O:7][C:8]([CH3:11])([CH3:10])[CH3:9])=[O:6].Cl[C:23]([O:25][CH2:26][C:27]1[CH:32]=[CH:31][CH:30]=[CH:29][CH:28]=1)=[O:24]. (3) Given the product [Br:1][C:2]1[C:6]2[N:7]=[C:8]([C:12]3[CH:17]=[CH:16][N:15]=[CH:14][CH:13]=3)[N:9]=[C:10]([O:11][S:37]([C:26]3[C:27]([CH:34]([CH3:35])[CH3:36])=[CH:28][C:29]([CH:31]([CH3:33])[CH3:32])=[CH:30][C:25]=3[CH:22]([CH3:24])[CH3:23])(=[O:39])=[O:38])[C:5]=2[S:4][C:3]=1[C:18]([CH3:21])([CH3:20])[CH3:19], predict the reactants needed to synthesize it. The reactants are: [Br:1][C:2]1[C:6]2[N:7]=[C:8]([C:12]3[CH:17]=[CH:16][N:15]=[CH:14][CH:13]=3)[N:9]=[C:10]([OH:11])[C:5]=2[S:4][C:3]=1[C:18]([CH3:21])([CH3:20])[CH3:19].[CH:22]([C:25]1[CH:30]=[C:29]([CH:31]([CH3:33])[CH3:32])[CH:28]=[C:27]([CH:34]([CH3:36])[CH3:35])[C:26]=1[S:37](Cl)(=[O:39])=[O:38])([CH3:24])[CH3:23].CCN(CC)CC. (4) Given the product [NH2:9][C:8]1[N:10]=[CH:23][C:20]2[CH2:19][C:18](=[O:27])[NH:17][C:16]3[CH:28]=[C:12]([Cl:11])[CH:13]=[CH:14][C:15]=3[C:21]=2[N:7]=1, predict the reactants needed to synthesize it. The reactants are: C([O-])(O)=O.[Na+].Cl.[NH2:7][C:8]([NH2:10])=[NH:9].[Cl:11][C:12]1[CH:13]=[CH:14][C:15]2[C:21](=O)[C:20](=[CH:23]N(C)C)[CH2:19][C:18](=[O:27])[NH:17][C:16]=2[CH:28]=1. (5) Given the product [CH:1]([NH:14][CH:15]=[O:16])([C:8]1[CH:9]=[CH:10][CH:11]=[CH:12][CH:13]=1)[C:2]1[CH:7]=[CH:6][CH:5]=[CH:4][CH:3]=1, predict the reactants needed to synthesize it. The reactants are: [CH:1]([NH2:14])([C:8]1[CH:13]=[CH:12][CH:11]=[CH:10][CH:9]=1)[C:2]1[CH:7]=[CH:6][CH:5]=[CH:4][CH:3]=1.[CH:15](OCC)=[O:16].